From a dataset of Forward reaction prediction with 1.9M reactions from USPTO patents (1976-2016). Predict the product of the given reaction. (1) Given the reactants Cl[C:2]1[CH:7]=[C:6]([N+:8]([O-:10])=[O:9])[CH:5]=[C:4]([CH3:11])[N:3]=1.[CH2:12]([O:19][C:20]1([C:24]2[S:25][C:26]([Sn](C)(C)C)=[CH:27][N:28]=2)[CH2:23][CH2:22][CH2:21]1)[C:13]1[CH:18]=[CH:17][CH:16]=[CH:15][CH:14]=1, predict the reaction product. The product is: [CH2:12]([O:19][C:20]1([C:24]2[S:25][C:26]([C:2]3[CH:7]=[C:6]([N+:8]([O-:10])=[O:9])[CH:5]=[C:4]([CH3:11])[N:3]=3)=[CH:27][N:28]=2)[CH2:21][CH2:22][CH2:23]1)[C:13]1[CH:14]=[CH:15][CH:16]=[CH:17][CH:18]=1. (2) Given the reactants [CH:1]1[C:6]2[C:7](=O)[NH:8][C:9]3[CH:15]=[CH:14][CH:13]=[CH:12][C:10]=3[O:11][C:5]=2[CH:4]=[CH:3][CH:2]=1.O=P(Cl)(Cl)[Cl:19], predict the reaction product. The product is: [Cl:19][C:7]1[C:6]2[CH:1]=[CH:2][CH:3]=[CH:4][C:5]=2[O:11][C:10]2[CH:12]=[CH:13][CH:14]=[CH:15][C:9]=2[N:8]=1. (3) Given the reactants [C:1]([C:3]1[CH:8]=[C:7]([O:9][CH2:10][C:11]2[CH:16]=[CH:15][CH:14]=[CH:13][CH:12]=2)[C:6]([NH:17][C:18](=O)[CH3:19])=[C:5]([N+:21]([O-])=O)[CH:4]=1)#[N:2], predict the reaction product. The product is: [CH3:19][C:18]1[NH:21][C:5]2[CH:4]=[C:3]([C:1]#[N:2])[CH:8]=[C:7]([O:9][CH2:10][C:11]3[CH:16]=[CH:15][CH:14]=[CH:13][CH:12]=3)[C:6]=2[N:17]=1. (4) Given the reactants [CH2:1]=[CH:2][C:3]1[CH:8]=[CH:7][CH:6]=[CH:5][CH:4]=1.[C:9]([O:13]CCCC)(=[O:12])[CH:10]=[CH2:11].C(O)(=O)C=C.[OH-].[Na+].[N+]([O-])(O)=O, predict the reaction product. The product is: [CH2:1]=[CH:2][C:3]1[CH:8]=[CH:7][CH:6]=[CH:5][CH:4]=1.[CH2:11]=[CH:10][C:9]([OH:13])=[O:12]. (5) Given the reactants [C:1]([C:3]1[CH:4]=[C:5]([C@H:9]([CH2:29][C:30]2[CH:35]=[CH:34][C:33]([OH:36])=[CH:32][CH:31]=2)[C@@H:10]([NH:12][C:13](=[O:28])[C:14]([O:17][C:18]2[CH:23]=[C:22]([C:24]([F:27])([F:26])[F:25])[CH:21]=[CH:20][N:19]=2)([CH3:16])[CH3:15])[CH3:11])[CH:6]=[CH:7][CH:8]=1)#[N:2].[F:37][CH2:38]I, predict the reaction product. The product is: [C:1]([C:3]1[CH:4]=[C:5]([C@H:9]([CH2:29][C:30]2[CH:35]=[CH:34][C:33]([O:36][CH2:38][F:37])=[CH:32][CH:31]=2)[C@@H:10]([NH:12][C:13](=[O:28])[C:14]([O:17][C:18]2[CH:23]=[C:22]([C:24]([F:27])([F:25])[F:26])[CH:21]=[CH:20][N:19]=2)([CH3:16])[CH3:15])[CH3:11])[CH:6]=[CH:7][CH:8]=1)#[N:2].